From a dataset of Human liver microsome stability data. Regression/Classification. Given a drug SMILES string, predict its absorption, distribution, metabolism, or excretion properties. Task type varies by dataset: regression for continuous measurements (e.g., permeability, clearance, half-life) or binary classification for categorical outcomes (e.g., BBB penetration, CYP inhibition). Dataset: hlm. (1) The molecule is O=C(O)CN(c1ncc(N(CC(F)(F)F)S(=O)(=O)c2ccc(F)cc2)c2ccccc12)S(=O)(=O)c1ccc(F)cc1. The result is 0 (unstable in human liver microsomes). (2) The compound is COC(=O)Nc1ccc2c(c1)N[C@@H](C(=O)N(C)C)CCCC[C@H](NC(=O)C=Cc1cc(Cl)ccc1-n1cnnn1)c1nc-2c[nH]1. The result is 1 (stable in human liver microsomes). (3) The drug is Oc1cc(CNc2cc(Cl)cc(Cl)c2)[nH]n1. The result is 0 (unstable in human liver microsomes).